From a dataset of Retrosynthesis with 50K atom-mapped reactions and 10 reaction types from USPTO. Predict the reactants needed to synthesize the given product. (1) Given the product Cn1nnc2ccc(C(=NNC(=O)OC(C)(C)C)c3ccc(Cl)cc3)cc21, predict the reactants needed to synthesize it. The reactants are: CC(C)(C)OC(=O)NN.Cn1nnc2ccc(C(=O)c3ccc(Cl)cc3)cc21. (2) Given the product CCc1ccc(N)nc1, predict the reactants needed to synthesize it. The reactants are: CCc1ccc(NC(=O)OCc2ccccc2)nc1. (3) The reactants are: CCC(Cc1ccccc1C)C(=O)Cl. Given the product CCC1Cc2c(C)cccc2C1=O, predict the reactants needed to synthesize it. (4) The reactants are: CCCCCC1CCC(C(=O)O)CC1.O=C(/C=C/c1ccc(O)cc1)OCCCCCCOC(=O)c1cc([N+](=O)[O-])cc([N+](=O)[O-])c1. Given the product CCCCCC1CCC(C(=O)Oc2ccc(/C=C/C(=O)OCCCCCCOC(=O)c3cc([N+](=O)[O-])cc([N+](=O)[O-])c3)cc2)CC1, predict the reactants needed to synthesize it. (5) Given the product CC(=O)Nc1ccc(Sc2ccc([N+](=O)[O-])c(N)c2)cc1, predict the reactants needed to synthesize it. The reactants are: CC(=O)Nc1ccc(S)cc1.Nc1cc(Cl)ccc1[N+](=O)[O-]. (6) Given the product ON=Cc1ccnc2ncccc12, predict the reactants needed to synthesize it. The reactants are: NO.O=Cc1ccnc2ncccc12. (7) Given the product COCCCN1CCOc2ccc(CO[C@H]3CN(S(=O)(=O)c4ccc(C)cc4)[C@@H](CC(=O)N(C)OC)C[C@@H]3c3ccc(OC)cc3)cc21, predict the reactants needed to synthesize it. The reactants are: CNOC.COCCCN1CCOc2ccc(CO[C@H]3CN(S(=O)(=O)c4ccc(C)cc4)[C@@H](CC(=O)O)C[C@@H]3c3ccc(OC)cc3)cc21.